This data is from NCI-60 drug combinations with 297,098 pairs across 59 cell lines. The task is: Regression. Given two drug SMILES strings and cell line genomic features, predict the synergy score measuring deviation from expected non-interaction effect. (1) Drug 1: CN1CCC(CC1)COC2=C(C=C3C(=C2)N=CN=C3NC4=C(C=C(C=C4)Br)F)OC. Drug 2: C1=CC=C(C(=C1)C(C2=CC=C(C=C2)Cl)C(Cl)Cl)Cl. Cell line: OVCAR3. Synergy scores: CSS=10.8, Synergy_ZIP=-3.16, Synergy_Bliss=2.02, Synergy_Loewe=-13.2, Synergy_HSA=1.36. (2) Drug 1: COC1=C2C(=CC3=C1OC=C3)C=CC(=O)O2. Drug 2: C1CN(P(=O)(OC1)NCCCl)CCCl. Cell line: NCI-H322M. Synergy scores: CSS=11.9, Synergy_ZIP=2.05, Synergy_Bliss=7.26, Synergy_Loewe=-8.98, Synergy_HSA=3.88. (3) Drug 1: CS(=O)(=O)CCNCC1=CC=C(O1)C2=CC3=C(C=C2)N=CN=C3NC4=CC(=C(C=C4)OCC5=CC(=CC=C5)F)Cl. Drug 2: C(=O)(N)NO. Cell line: MCF7. Synergy scores: CSS=3.85, Synergy_ZIP=-0.253, Synergy_Bliss=2.14, Synergy_Loewe=-1.02, Synergy_HSA=0.535. (4) Drug 1: C1CN1P(=S)(N2CC2)N3CC3. Drug 2: CN1C2=C(C=C(C=C2)N(CCCl)CCCl)N=C1CCCC(=O)O.Cl. Cell line: DU-145. Synergy scores: CSS=28.3, Synergy_ZIP=-0.594, Synergy_Bliss=0.267, Synergy_Loewe=-11.1, Synergy_HSA=-0.766. (5) Drug 1: CN(CC1=CN=C2C(=N1)C(=NC(=N2)N)N)C3=CC=C(C=C3)C(=O)NC(CCC(=O)O)C(=O)O. Drug 2: C(CN)CNCCSP(=O)(O)O. Cell line: NCI-H226. Synergy scores: CSS=22.0, Synergy_ZIP=-6.23, Synergy_Bliss=-2.22, Synergy_Loewe=-35.3, Synergy_HSA=-5.73.